From a dataset of Reaction yield outcomes from USPTO patents with 853,638 reactions. Predict the reaction yield, written as a fraction of the theoretical maximum amount of product (1.0 means a 100% yield; for example, 0.34 means a 34% yield). (1) The reactants are [NH2:1][C:2]1[C:7]([C:8]([O:10]CC)=O)=[CH:6][C:5]([O:13][CH3:14])=[C:4]([O:15][CH2:16][CH:17]2[CH2:22][CH2:21][N:20]([CH3:23])[CH2:19][CH2:18]2)[CH:3]=1.C(O)(=O)C.[CH:28](N)=[NH:29]. The catalyst is COCCO. The product is [CH3:14][O:13][C:5]1[CH:6]=[C:7]2[C:2](=[CH:3][C:4]=1[O:15][CH2:16][CH:17]1[CH2:18][CH2:19][N:20]([CH3:23])[CH2:21][CH2:22]1)[N:1]=[CH:28][NH:29][C:8]2=[O:10]. The yield is 0.700. (2) The reactants are [CH3:1][N:2]1[CH2:7][CH2:6][N:5]([C:8]([O:10][C:11]([CH3:14])([CH3:13])[CH3:12])=[O:9])[CH:4]([C:15]2[CH:20]=[CH:19][C:18]([N+:21]([O-])=O)=[CH:17][CH:16]=2)[C:3]1=[O:24]. The catalyst is C(O)C. The product is [NH2:21][C:18]1[CH:19]=[CH:20][C:15]([CH:4]2[C:3](=[O:24])[N:2]([CH3:1])[CH2:7][CH2:6][N:5]2[C:8]([O:10][C:11]([CH3:14])([CH3:13])[CH3:12])=[O:9])=[CH:16][CH:17]=1. The yield is 0.990.